This data is from Human liver microsome stability data. The task is: Regression/Classification. Given a drug SMILES string, predict its absorption, distribution, metabolism, or excretion properties. Task type varies by dataset: regression for continuous measurements (e.g., permeability, clearance, half-life) or binary classification for categorical outcomes (e.g., BBB penetration, CYP inhibition). Dataset: hlm. (1) The drug is COc1cccc(CN(C)C(=O)c2c[nH]c3cc(-c4cn[nH]c4)ccc23)c1. The result is 1 (stable in human liver microsomes). (2) The drug is O=C(N[C@H](Cc1c[nH]c2ccccc12)C(=O)Nc1ccncc1)c1ccc(N2CCN(c3cc(Cl)cc(Cl)c3)CC2)cc1F. The result is 1 (stable in human liver microsomes). (3) The drug is Fc1ccc(-c2ccc(CNCCCNc3ccnc4cc(Cl)ccc34)s2)cc1. The result is 0 (unstable in human liver microsomes). (4) The compound is Cn1c(-c2cccc(N)n2)c(C2CCCC2)c2ccc(C(=O)NC3(C(=O)Nc4ccc(C=CC(=O)O)cc4)CCC3)cc21. The result is 0 (unstable in human liver microsomes). (5) The compound is O=C(NCCC(c1ccccc1)c1ccccc1)c1cccnc1. The result is 1 (stable in human liver microsomes). (6) The drug is CCc1nc2ccc(Cl)cn2c1C(=O)NCc1ccc(-c2ccc(C#N)cc2)cc1. The result is 0 (unstable in human liver microsomes).